From a dataset of Reaction yield outcomes from USPTO patents with 853,638 reactions. Predict the reaction yield, written as a fraction of the theoretical maximum amount of product (1.0 means a 100% yield; for example, 0.34 means a 34% yield). (1) The catalyst is O1CCCC1.C(OC(C)C)(C)C. The yield is 0.500. The reactants are [CH3:1][N:2]([CH3:30])[C:3]([C:5]1[C:15]([CH2:16][CH2:17][C@@H:18](O)[C:19]2[CH:24]=[CH:23][CH:22]=[CH:21][C:20]=2[CH2:25][O:26][CH3:27])=[C:14]([OH:29])[C:8]2[N:9]=[C:10]([CH3:13])[N:11]([CH3:12])[C:7]=2[CH:6]=1)=[O:4].C1(P(C2C=CC=CC=2)C2C=CC=CC=2)C=CC=CC=1.CC(OC(/N=N/C(OC(C)C)=O)=O)C. The product is [CH3:1][N:2]([CH3:30])[C:3]([C:5]1[C:15]2[CH2:16][CH2:17][C@@H:18]([C:19]3[CH:24]=[CH:23][CH:22]=[CH:21][C:20]=3[CH2:25][O:26][CH3:27])[O:29][C:14]=2[C:8]2[N:9]=[C:10]([CH3:13])[N:11]([CH3:12])[C:7]=2[CH:6]=1)=[O:4]. (2) The reactants are [N+:1]([C:4]1[N:5]=[CH:6][NH:7][CH:8]=1)([O-])=O.C(Cl)(=O)C.[C:13]([CH2:16][C:17](=O)[C:18]([O:20][CH3:21])=[O:19])(=O)[CH3:14]. The catalyst is CO.CC(O)=O.[Pd]. The product is [CH3:21][O:20][C:18]([C:17]1[N:5]2[CH:6]=[N:7][CH:8]=[C:4]2[N:1]=[C:13]([CH3:14])[CH:16]=1)=[O:19]. The yield is 0.0140. (3) The reactants are I[C:2]1[CH:3]=[C:4]2[N:10]=[CH:9][N:8]([CH2:11][C:12]3[CH:17]=[CH:16][C:15]([O:18][CH2:19][C:20]4[CH:21]=[N:22][C:23]([O:26][CH3:27])=[CH:24][CH:25]=4)=[C:14]([O:28][CH3:29])[CH:13]=3)[C:5]2=[N:6][CH:7]=1.[Cu][C:31]#[N:32]. The catalyst is CN(C)C=O. The product is [CH3:29][O:28][C:14]1[CH:13]=[C:12]([CH:17]=[CH:16][C:15]=1[O:18][CH2:19][C:20]1[CH:21]=[N:22][C:23]([O:26][CH3:27])=[CH:24][CH:25]=1)[CH2:11][N:8]1[C:5]2=[N:6][CH:7]=[C:2]([C:31]#[N:32])[CH:3]=[C:4]2[N:10]=[CH:9]1. The yield is 0.660. (4) The reactants are [CH3:1][C:2]1([CH3:14])[O:6][C@H:5]([CH2:7][C:8](=[O:12])SCC)[C:4](=[O:13])[O:3]1.C([SiH](CC)CC)C. The catalyst is [Pd].C(Cl)Cl. The product is [CH3:1][C:2]1([CH3:14])[O:6][C@H:5]([CH2:7][CH:8]=[O:12])[C:4](=[O:13])[O:3]1. The yield is 0.870. (5) The reactants are Cl[C:2]1[C:7]([N+:8]([O-:10])=[O:9])=[CH:6][N:5]=[C:4]2[CH2:11][CH2:12][CH2:13][C:3]=12.[OH:14][C@@H:15]1[C@@H:20]([CH3:21])[CH2:19][NH:18][CH2:17][C@H:16]1[NH:22][C:23](=[O:29])[O:24][C:25]([CH3:28])([CH3:27])[CH3:26].C(N(CC)CC)C. The catalyst is C(O)(C)C. The product is [OH:14][C@@H:15]1[C@@H:20]([CH3:21])[CH2:19][N:18]([C:2]2[C:7]([N+:8]([O-:10])=[O:9])=[CH:6][N:5]=[C:4]3[CH2:11][CH2:12][CH2:13][C:3]=23)[CH2:17][C@H:16]1[NH:22][C:23](=[O:29])[O:24][C:25]([CH3:28])([CH3:27])[CH3:26]. The yield is 0.500. (6) The yield is 0.720. The reactants are [CH3:1][C:2]1[CH:7]=[CH:6][CH:5]=[C:4]([CH3:8])[C:3]=1[CH2:9][N:10]1[C:14]([C:15]([OH:17])=O)=[CH:13][C:12]([B:18]2[O:22][C:21]([CH3:24])([CH3:23])[C:20]([CH3:26])([CH3:25])[O:19]2)=[N:11]1.CN(C(ON1N=NC2C=CC=NC1=2)=[N+](C)C)C.F[P-](F)(F)(F)(F)F.C(N(C(C)C)C(C)C)C.[C:60]1([S:66]([NH2:69])(=[O:68])=[O:67])[CH:65]=[CH:64][CH:63]=[CH:62][CH:61]=1. The catalyst is C(Cl)Cl. The product is [C:60]1([S:66]([NH:69][C:15]([C:14]2[N:10]([CH2:9][C:3]3[C:2]([CH3:1])=[CH:7][CH:6]=[CH:5][C:4]=3[CH3:8])[N:11]=[C:12]([B:18]3[O:22][C:21]([CH3:24])([CH3:23])[C:20]([CH3:25])([CH3:26])[O:19]3)[CH:13]=2)=[O:17])(=[O:68])=[O:67])[CH:65]=[CH:64][CH:63]=[CH:62][CH:61]=1.